This data is from Catalyst prediction with 721,799 reactions and 888 catalyst types from USPTO. The task is: Predict which catalyst facilitates the given reaction. (1) Reactant: [CH2:1]([O:8][C:9](=[O:35])[C:10]([NH:12][C:13]1[CH:34]=[CH:33][C:16]([CH2:17][C@@H:18]([C:27]([O:29]CC=C)=[O:28])[NH:19][C:20]([O:22][C:23]([CH3:26])([CH3:25])[CH3:24])=[O:21])=[CH:15][CH:14]=1)=[O:11])[C:2]1[CH:7]=[CH:6][CH:5]=[CH:4][CH:3]=1.N1CCOCC1. Product: [CH2:1]([O:8][C:9](=[O:35])[C:10]([NH:12][C:13]1[CH:34]=[CH:33][C:16]([CH2:17][C@@H:18]([C:27]([OH:29])=[O:28])[NH:19][C:20]([O:22][C:23]([CH3:26])([CH3:25])[CH3:24])=[O:21])=[CH:15][CH:14]=1)=[O:11])[C:2]1[CH:7]=[CH:6][CH:5]=[CH:4][CH:3]=1. The catalyst class is: 668. (2) Reactant: [Br:1][C:2]1[CH:3]=[C:4]([S:9][CH2:10][C:11](=O)[CH3:12])[CH:5]=[CH:6][C:7]=1[F:8]. Product: [Br:1][C:2]1[C:7]([F:8])=[CH:6][C:5]2[C:11]([CH3:12])=[CH:10][S:9][C:4]=2[CH:3]=1. The catalyst class is: 11. (3) Reactant: [N:1]1([C:5]([C:7]2[N:12]=[CH:11][C:10]([O:13][C:14]3[CH:15]=[C:16]([CH:31]=[C:32]([C:34](=[O:43])[NH:35][C:36]4[CH:41]=[N:40][C:39]([CH3:42])=[CH:38][N:37]=4)[CH:33]=3)[O:17][CH:18]([CH2:24][CH2:25]OS(C)(=O)=O)[C:19](OCC)=[O:20])=[CH:9][CH:8]=2)=[O:6])[CH2:4][CH2:3][CH2:2]1.[Na+].[I-].[CH:46]1([NH2:49])[CH2:48][CH2:47]1. Product: [N:1]1([C:5]([C:7]2[N:12]=[CH:11][C:10]([O:13][C:14]3[CH:33]=[C:32]([CH:31]=[C:16]([O:17][C@H:18]4[CH2:24][CH2:25][N:49]([CH:46]5[CH2:48][CH2:47]5)[C:19]4=[O:20])[CH:15]=3)[C:34]([NH:35][C:36]3[CH:41]=[N:40][C:39]([CH3:42])=[CH:38][N:37]=3)=[O:43])=[CH:9][CH:8]=2)=[O:6])[CH2:4][CH2:3][CH2:2]1. The catalyst class is: 10. (4) Reactant: [C:1]1([CH3:17])[CH:6]=[CH:5][CH:4]=[C:3]([NH:7][C:8]2[C:12]3[CH2:13][NH:14][CH2:15][CH2:16][C:11]=3[NH:10][N:9]=2)[CH:2]=1.[CH3:18][C:19](OC(C)=O)=[O:20]. Product: [C:1]1([CH3:17])[CH:6]=[CH:5][CH:4]=[C:3]([NH:7][C:8]2[C:12]3[CH2:13][N:14]([C:19](=[O:20])[CH3:18])[CH2:15][CH2:16][C:11]=3[NH:10][N:9]=2)[CH:2]=1. The catalyst class is: 3. (5) Reactant: [CH3:1][C:2]1[CH:7]=[CH:6][C:5]([S:8][CH2:9][C:10]([CH3:19])([C:15]([F:18])([F:17])[F:16])[C:11]([F:14])([F:13])[F:12])=[CH:4][CH:3]=1.[OH:20]O.O. Product: [CH3:1][C:2]1[CH:7]=[CH:6][C:5]([S:8]([CH2:9][C:10]([CH3:19])([C:15]([F:18])([F:16])[F:17])[C:11]([F:12])([F:13])[F:14])=[O:20])=[CH:4][CH:3]=1. The catalyst class is: 15. (6) Reactant: [CH:1]([C:4]1[O:8][N:7]=[C:6]([C:9]2[CH:14]=[CH:13][CH:12]=[C:11]([N+:15]([O-])=O)[CH:10]=2)[N:5]=1)([CH3:3])[CH3:2].[Cl-].[NH4+]. Product: [CH:1]([C:4]1[O:8][N:7]=[C:6]([C:9]2[CH:10]=[C:11]([CH:12]=[CH:13][CH:14]=2)[NH2:15])[N:5]=1)([CH3:3])[CH3:2]. The catalyst class is: 490. (7) Reactant: [NH2:1][C:2]1[CH:7]=[CH:6][C:5]([S:8]([NH:11][C:12]2[S:16][C:15]([S:17]([NH2:20])(=[O:19])=[O:18])=[N:14][N:13]=2)(=[O:10])=[O:9])=[CH:4][CH:3]=1.C(N(CC)CC)C.[C:28](Cl)(=[O:38])[CH2:29][CH2:30][CH2:31][CH2:32][CH2:33][CH2:34][CH2:35][CH2:36][CH3:37]. Product: [S:17]([C:15]1[S:16][C:12]([NH:11][S:8]([C:5]2[CH:6]=[CH:7][C:2]([NH:1][C:28](=[O:38])[CH2:29][CH2:30][CH2:31][CH2:32][CH2:33][CH2:34][CH2:35][CH2:36][CH3:37])=[CH:3][CH:4]=2)(=[O:10])=[O:9])=[N:13][N:14]=1)(=[O:18])(=[O:19])[NH2:20]. The catalyst class is: 10. (8) Reactant: Br[C:2]1[CH:14]=[CH:13][C:5]2[N:6]=[C:7]([S:9][CH2:10][CH2:11][F:12])[S:8][C:4]=2[CH:3]=1.[CH3:15][N:16]([C:24]1[CH:29]=[CH:28][C:27](B2OC(C)(C)C(C)(C)O2)=[CH:26][CH:25]=1)[C:17](=[O:23])[O:18][C:19]([CH3:22])([CH3:21])[CH3:20].C([O-])([O-])=O.[Na+].[Na+]. Product: [F:12][CH2:11][CH2:10][S:9][C:7]1[S:8][C:4]2[CH:3]=[C:2]([C:27]3[CH:26]=[CH:25][C:24]([N:16]([CH3:15])[C:17](=[O:23])[O:18][C:19]([CH3:20])([CH3:21])[CH3:22])=[CH:29][CH:28]=3)[CH:14]=[CH:13][C:5]=2[N:6]=1. The catalyst class is: 752. (9) Reactant: Cl.Cl[C:3]1[NH:7][C:6]2[CH:8]=[C:9]([CH3:13])[C:10]([Cl:12])=[CH:11][C:5]=2[N:4]=1.C(N(CC)C(C)C)(C)C.[NH:23]1[CH2:28][CH2:27][CH:26]([C:29]([O:31][CH2:32][CH3:33])=[O:30])[CH2:25][CH2:24]1. Product: [Cl:12][C:10]1[C:9]([CH3:13])=[CH:8][C:6]2[NH:7][C:3]([N:23]3[CH2:28][CH2:27][CH:26]([C:29]([O:31][CH2:32][CH3:33])=[O:30])[CH2:25][CH2:24]3)=[N:4][C:5]=2[CH:11]=1. The catalyst class is: 12. (10) Reactant: Br[C:2]1[CH:3]=[C:4]2[C:11](=[CH:12][C:13]=1[O:14][CH3:15])[C:7]1[NH:8][N:9]=[CH:10][C:6]=1[CH2:5]2.[Li]C1C=CC=CC=1.[Li]C(CC)C.CN([CH:31]=[O:32])C. Product: [CH3:15][O:14][C:13]1[CH:12]=[C:11]2[C:4]([CH2:5][C:6]3[CH:10]=[N:9][NH:8][C:7]=32)=[CH:3][C:2]=1[CH:31]=[O:32]. The catalyst class is: 1.